From a dataset of Catalyst prediction with 721,799 reactions and 888 catalyst types from USPTO. Predict which catalyst facilitates the given reaction. (1) Reactant: [CH:1]([Mg]Br)=[CH2:2].[Cl:5][C:6]1[C:11]([N+:12]([O-])=O)=[CH:10][CH:9]=[CH:8][N:7]=1. Product: [Cl:5][C:6]1[N:7]=[CH:8][CH:9]=[C:10]2[CH:2]=[CH:1][NH:12][C:11]=12. The catalyst class is: 1. (2) Reactant: [Na].[F:2][C:3]1[C:4]([CH3:18])=[C:5]([NH:9][C:10]([C:12]2[CH:17]=[CH:16][CH:15]=[CH:14][CH:13]=2)=[NH:11])[CH:6]=[CH:7][CH:8]=1.C([O:21][CH:22]=[C:23]([C:29](OCC)=O)[C:24]([O:26]CC)=[O:25])C.O.C(=O)(O)[O-].[Na+]. Product: [F:2][C:3]1[C:4]([CH3:18])=[C:5]([N:9]2[C:22](=[O:21])[C:23]([C:24]([OH:26])=[O:25])=[CH:29][N:11]=[C:10]2[C:12]2[CH:13]=[CH:14][CH:15]=[CH:16][CH:17]=2)[CH:6]=[CH:7][CH:8]=1. The catalyst class is: 10. (3) Reactant: C([O:3][C:4]([C:6]1[C:7]([C:23]2[CH:28]=[CH:27][C:26]([O:29][C:30]3[CH:35]=[CH:34][CH:33]=[CH:32][CH:31]=3)=[CH:25][CH:24]=2)=[N:8][N:9]([CH:11]2[CH2:15][CH2:14][N:13]([C:16]([O:18][C:19]([CH3:22])([CH3:21])[CH3:20])=[O:17])[CH2:12]2)[CH:10]=1)=[O:5])C.[Li+].[OH-].O.Cl.O. Product: [C:19]([O:18][C:16]([N:13]1[CH2:14][CH2:15][CH:11]([N:9]2[CH:10]=[C:6]([C:4]([OH:5])=[O:3])[C:7]([C:23]3[CH:24]=[CH:25][C:26]([O:29][C:30]4[CH:35]=[CH:34][CH:33]=[CH:32][CH:31]=4)=[CH:27][CH:28]=3)=[N:8]2)[CH2:12]1)=[O:17])([CH3:22])([CH3:20])[CH3:21]. The catalyst class is: 14. (4) Reactant: [F:1][C:2]1[CH:3]=[C:4]([CH2:13][O:14][C:15]2[CH:20]=[CH:19][C:18]([CH2:21][CH2:22][C:23]([O:25]CC)=[O:24])=[C:17]([CH3:28])[C:16]=2[CH3:29])[C:5]2[O:9][C:8]([CH2:10][OH:11])=[CH:7][C:6]=2[CH:12]=1.[Li+].[OH-]. Product: [F:1][C:2]1[CH:3]=[C:4]([CH2:13][O:14][C:15]2[CH:20]=[CH:19][C:18]([CH2:21][CH2:22][C:23]([OH:25])=[O:24])=[C:17]([CH3:28])[C:16]=2[CH3:29])[C:5]2[O:9][C:8]([CH2:10][OH:11])=[CH:7][C:6]=2[CH:12]=1. The catalyst class is: 30. (5) Reactant: [N+:1]([O:4][CH2:5][CH2:6][CH2:7][OH:8])([O-:3])=[O:2].C(N(CC)CC)C.[C:16](Cl)(=[O:22])[CH2:17][CH2:18][CH2:19][CH2:20][CH3:21]. Product: [C:16]([O:8][CH2:7][CH2:6][CH2:5][O:4][N+:1]([O-:3])=[O:2])(=[O:22])[CH2:17][CH2:18][CH2:19][CH2:20][CH3:21]. The catalyst class is: 27. (6) Reactant: [F:1][C:2]1[CH:7]=[CH:6][C:5]([N:8]2[C:16]3[CH2:15][CH2:14][CH2:13][NH:12][C:11]=3[CH:10]=[N:9]2)=[CH:4][CH:3]=1.[Cl:17][C:18]1[C:19]([CH:28]([F:30])[F:29])=[N:20][N:21]([CH2:24][C:25](O)=[O:26])[C:22]=1[CH3:23].CCN(CC)CC.CN(C(ON1N=NC2C=CC=NC1=2)=[N+](C)C)C.F[P-](F)(F)(F)(F)F. Product: [Cl:17][C:18]1[C:19]([CH:28]([F:30])[F:29])=[N:20][N:21]([CH2:24][C:25]([N:12]2[CH2:13][CH2:14][CH2:15][C:16]3[N:8]([C:5]4[CH:4]=[CH:3][C:2]([F:1])=[CH:7][CH:6]=4)[N:9]=[CH:10][C:11]2=3)=[O:26])[C:22]=1[CH3:23]. The catalyst class is: 3.